From a dataset of Merck oncology drug combination screen with 23,052 pairs across 39 cell lines. Regression. Given two drug SMILES strings and cell line genomic features, predict the synergy score measuring deviation from expected non-interaction effect. (1) Drug 1: O=S1(=O)NC2(CN1CC(F)(F)F)C1CCC2Cc2cc(C=CCN3CCC(C(F)(F)F)CC3)ccc2C1. Drug 2: NC(=O)c1cccc2cn(-c3ccc(C4CCCNC4)cc3)nc12. Cell line: LNCAP. Synergy scores: synergy=-6.25. (2) Drug 1: CCC1=CC2CN(C1)Cc1c([nH]c3ccccc13)C(C(=O)OC)(c1cc3c(cc1OC)N(C)C1C(O)(C(=O)OC)C(OC(C)=O)C4(CC)C=CCN5CCC31C54)C2. Drug 2: CC1(c2nc3c(C(N)=O)cccc3[nH]2)CCCN1. Cell line: NCIH460. Synergy scores: synergy=0.623.